Dataset: NCI-60 drug combinations with 297,098 pairs across 59 cell lines. Task: Regression. Given two drug SMILES strings and cell line genomic features, predict the synergy score measuring deviation from expected non-interaction effect. (1) Drug 1: CNC(=O)C1=CC=CC=C1SC2=CC3=C(C=C2)C(=NN3)C=CC4=CC=CC=N4. Drug 2: C1=NC2=C(N1)C(=S)N=C(N2)N. Cell line: U251. Synergy scores: CSS=31.1, Synergy_ZIP=-5.89, Synergy_Bliss=-1.92, Synergy_Loewe=-1.61, Synergy_HSA=1.77. (2) Drug 1: C1=C(C(=O)NC(=O)N1)N(CCCl)CCCl. Drug 2: C1=CC(=CC=C1C#N)C(C2=CC=C(C=C2)C#N)N3C=NC=N3. Cell line: MDA-MB-435. Synergy scores: CSS=-3.00, Synergy_ZIP=0.845, Synergy_Bliss=-3.30, Synergy_Loewe=-7.67, Synergy_HSA=-7.21. (3) Drug 1: CN(CCCl)CCCl.Cl. Drug 2: C1CN(CCN1C(=O)CCBr)C(=O)CCBr. Cell line: A549. Synergy scores: CSS=32.9, Synergy_ZIP=-12.4, Synergy_Bliss=-1.92, Synergy_Loewe=-1.63, Synergy_HSA=0.266.